Dataset: Catalyst prediction with 721,799 reactions and 888 catalyst types from USPTO. Task: Predict which catalyst facilitates the given reaction. (1) Reactant: Br[CH2:2][C:3]([O:5][CH2:6][CH3:7])=[O:4].C(=O)([O-])[O-].[K+].[K+].[Cl:14][C:15]1[CH:16]=[C:17]([C:25]2[O:29][N:28]=[C:27]([C:30]3[CH:31]=[CH:32][C:33]([OH:39])=[C:34]4[C:38]=3[O:37][CH:36]=[CH:35]4)[N:26]=2)[CH:18]=[CH:19][C:20]=1[O:21][CH:22]([CH3:24])[CH3:23].O. Product: [Cl:14][C:15]1[CH:16]=[C:17]([C:25]2[O:29][N:28]=[C:27]([C:30]3[C:38]4[O:37][CH:36]=[CH:35][C:34]=4[C:33]([O:39][CH2:2][C:3]([O:5][CH2:6][CH3:7])=[O:4])=[CH:32][CH:31]=3)[N:26]=2)[CH:18]=[CH:19][C:20]=1[O:21][CH:22]([CH3:24])[CH3:23]. The catalyst class is: 121. (2) Reactant: [NH2:1][C:2]1[N:7]=[C:6]([S:8][CH3:9])[N:5]=[C:4]([CH:10]([OH:12])[CH3:11])[N:3]=1.[Cl:13][C:14]1[CH:19]=[CH:18][CH:17]=[CH:16][C:15]=1O.C1(P(C2C=CC=CC=2)C2C=CC=CC=2)C=CC=CC=1.N(C(OC(C)C)=O)=NC(OC(C)C)=O. Product: [Cl:13][C:14]1[CH:19]=[CH:18][CH:17]=[CH:16][C:15]=1[O:12][CH:10]([C:4]1[N:5]=[C:6]([S:8][CH3:9])[N:7]=[C:2]([NH2:1])[N:3]=1)[CH3:11]. The catalyst class is: 7. (3) Reactant: [O:1]1[C:7]2[CH:8]=[CH:9][C:10]([CH:12]=O)=[CH:11][C:6]=2[O:5][CH2:4][CH2:3][CH2:2]1.[CH3:14][CH:15]([CH3:19])[C:16](=[O:18])[CH3:17].[OH-].[Na+]. Product: [O:1]1[C:7]2[CH:8]=[CH:9][C:10]([CH:12]=[CH:17][C:16](=[O:18])[CH:15]([CH3:19])[CH3:14])=[CH:11][C:6]=2[O:5][CH2:4][CH2:3][CH2:2]1. The catalyst class is: 5. (4) Reactant: [Cl:1][C:2]1[CH:3]=[CH:4][C:5]2[O:9][C:8]([NH:10][CH2:11][CH2:12][OH:13])=[N:7][C:6]=2[CH:14]=1.[CH:15]([C:17]([CH3:19])=[O:18])=[CH2:16].[OH-].[Na+].CCN(CC)CC.[CH3:29][S:30](Cl)(=[O:32])=[O:31]. Product: [Cl:1][C:2]1[CH:3]=[CH:4][C:5]2[O:9][C:8]([N:10]([CH2:16][CH2:15][C:17](=[O:18])[CH3:19])[CH2:11][CH2:12][O:13][S:30]([CH3:29])(=[O:32])=[O:31])=[N:7][C:6]=2[CH:14]=1. The catalyst class is: 3. (5) Reactant: Cl.[N+:2]([C:5]1[CH:6]=[C:7]2[C:11](=[CH:12][CH:13]=1)[NH:10][CH:9]=[C:8]2[CH2:14][CH2:15][NH:16][CH2:17][C:18]1[CH:23]=[CH:22][CH:21]=[C:20]([O:24][C:25]2[CH:30]=[CH:29][CH:28]=[CH:27][CH:26]=2)[CH:19]=1)([O-])=O.[BH4-].[Na+]. Product: [NH2:2][C:5]1[CH:6]=[C:7]2[C:11](=[CH:12][CH:13]=1)[NH:10][CH:9]=[C:8]2[CH2:14][CH2:15][NH:16][CH2:17][C:18]1[CH:23]=[CH:22][CH:21]=[C:20]([O:24][C:25]2[CH:30]=[CH:29][CH:28]=[CH:27][CH:26]=2)[CH:19]=1. The catalyst class is: 5. (6) Reactant: [CH2:1]([Li])[CH2:2][CH2:3][CH3:4].[C:6]12(C(=O)C3C[CH:11]1[CH2:12][CH2:13]3)[CH2:10][CH2:9][CH2:8][CH2:7]2. Product: [CH2:4]=[C:3]1[C:6]2([CH2:10][CH2:9][CH2:8][CH2:7]2)[CH:11]2[CH2:1][CH:2]1[CH2:13][CH2:12]2. The catalyst class is: 307. (7) Reactant: C(OC([N:8]1[CH2:20][C@@H:19]([CH3:21])[N:18]2[C@H:10]([CH2:11][C:12]3[C:17]2=[N:16][C:15]([CH2:22][N:23](C(OC(C)(C)C)=O)[CH:24]2[CH2:26][CH2:25]2)=[C:14]([CH:34]=O)[CH:13]=3)[CH2:9]1)=O)(C)(C)C. Product: [NH3:8].[CH:24]1([N:23]2[CH:34]=[C:14]3[CH:13]=[C:12]4[C:17](=[N:16][C:15]3=[CH:22]2)[N:18]2[C@@H:10]([CH2:9][NH:8][CH2:20][C@H:19]2[CH3:21])[CH2:11]4)[CH2:26][CH2:25]1. The catalyst class is: 55. (8) Reactant: FC(F)(F)C(O)=O.[CH3:8][C:9]1[C:13]([CH3:14])=[C:12]([NH:15][C:16]([N:18]2[CH2:23][CH2:22][NH:21][CH2:20][CH2:19]2)=[O:17])[O:11][N:10]=1.Cl[C:25]1[S:29][N:28]=[C:27]([C:30]2[CH:35]=[CH:34][CH:33]=[CH:32][C:31]=2[F:36])[N:26]=1.C(N(CC)CC)C.CN(C)C=O. Product: [CH3:8][C:9]1[C:13]([CH3:14])=[C:12]([NH:15][C:16]([N:18]2[CH2:19][CH2:20][N:21]([C:25]3[S:29][N:28]=[C:27]([C:30]4[CH:35]=[CH:34][CH:33]=[CH:32][C:31]=4[F:36])[N:26]=3)[CH2:22][CH2:23]2)=[O:17])[O:11][N:10]=1. The catalyst class is: 6.